The task is: Binary Classification. Given a T-cell receptor sequence (or CDR3 region) and an epitope sequence, predict whether binding occurs between them.. This data is from TCR-epitope binding with 47,182 pairs between 192 epitopes and 23,139 TCRs. (1) The epitope is MLNIPSINV. The TCR CDR3 sequence is CASSPGQNEQFF. Result: 0 (the TCR does not bind to the epitope). (2) The epitope is TPINLVRDL. The TCR CDR3 sequence is CSVEGTSGITYNEQFF. Result: 1 (the TCR binds to the epitope). (3) The epitope is LLFNKVTLA. The TCR CDR3 sequence is CASSQESNKPYEQYF. Result: 0 (the TCR does not bind to the epitope).